From a dataset of Catalyst prediction with 721,799 reactions and 888 catalyst types from USPTO. Predict which catalyst facilitates the given reaction. (1) Product: [CH3:23][O:22][C:16]1[CH:15]=[C:14]([NH:13][C:11]([C:9]2[CH:8]=[CH:7][C:5]3[N:6]=[C:2]([N:34]4[CH2:33][CH2:32][N:31]([C:24]([O:26][C:27]([CH3:30])([CH3:29])[CH3:28])=[O:25])[CH2:36][CH2:35]4)[S:3][C:4]=3[CH:10]=2)=[O:12])[CH:19]=[CH:18][C:17]=1[O:20][CH3:21]. Reactant: Br[C:2]1[S:3][C:4]2[CH:10]=[C:9]([C:11]([NH:13][C:14]3[CH:19]=[CH:18][C:17]([O:20][CH3:21])=[C:16]([O:22][CH3:23])[CH:15]=3)=[O:12])[CH:8]=[CH:7][C:5]=2[N:6]=1.[C:24]([N:31]1[CH2:36][CH2:35][NH:34][CH2:33][CH2:32]1)([O:26][C:27]([CH3:30])([CH3:29])[CH3:28])=[O:25].C(N(C(C)C)CC)(C)C. The catalyst class is: 264. (2) Reactant: [CH2:1]([O:8][C@H:9]1[C@H:15]([OH:16])[C@@H:14]([CH2:17][O:18][CH2:19][C:20]2[CH:25]=[CH:24][CH:23]=[CH:22][CH:21]=2)[O:13][CH:11]([OH:12])[CH2:10]1)[C:2]1[CH:7]=[CH:6][CH:5]=[CH:4][CH:3]=1.N1C=CC=CC=1.[C:32](Cl)(=[O:40])[CH:33]([CH2:37][CH2:38][CH3:39])[CH2:34][CH2:35][CH3:36]. Product: [CH2:1]([O:8][C@H:9]1[C@H:15]([O:16][C:32](=[O:40])[CH:33]([CH2:37][CH2:38][CH3:39])[CH2:34][CH2:35][CH3:36])[C@@H:14]([CH2:17][O:18][CH2:19][C:20]2[CH:25]=[CH:24][CH:23]=[CH:22][CH:21]=2)[O:13][CH:11]([OH:12])[CH2:10]1)[C:2]1[CH:3]=[CH:4][CH:5]=[CH:6][CH:7]=1. The catalyst class is: 2. (3) Reactant: [O:1]=[C:2]1[C:7]([C:14]2[CH:19]=[CH:18][CH:17]=[CH:16][CH:15]=2)([C:8]2[CH:13]=[CH:12][CH:11]=[CH:10][CH:9]=2)[CH2:6][CH2:5][CH2:4][N:3]1[CH2:20][C:21]([OH:23])=O.[C:24]1([CH:30]2[O:35][CH2:34][CH2:33][NH:32][CH2:31]2)[CH:29]=[CH:28][CH:27]=[CH:26][CH:25]=1.C(N(C(C)C)CC)(C)C. Product: [O:23]=[C:21]([N:32]1[CH2:33][CH2:34][O:35][CH:30]([C:24]2[CH:29]=[CH:28][CH:27]=[CH:26][CH:25]=2)[CH2:31]1)[CH2:20][N:3]1[CH2:4][CH2:5][CH2:6][C:7]([C:14]2[CH:15]=[CH:16][CH:17]=[CH:18][CH:19]=2)([C:8]2[CH:13]=[CH:12][CH:11]=[CH:10][CH:9]=2)[C:2]1=[O:1]. The catalyst class is: 4. (4) Reactant: [H-].[Na+].[C:3]([O:9][CH2:10][CH3:11])(=[O:8])[CH2:4][C:5]([CH3:7])=[O:6].[Li]CCCC.CON(C)[C:20](=[O:27])[C:21]1[CH:26]=[CH:25][CH:24]=[CH:23][CH:22]=1. Product: [CH2:10]([O:9][C:3](=[O:8])[CH2:4][C:5](=[O:6])[CH2:7][C:20](=[O:27])[C:21]1[CH:26]=[CH:25][CH:24]=[CH:23][CH:22]=1)[CH3:11]. The catalyst class is: 1. (5) Reactant: [Cl:1][C:2]1[CH:3]=[C:4](/[C:9](/[C:31]([F:34])([F:33])[F:32])=[CH:10]/[C:11]([C:14]2[CH:15]=[C:16]3[C:20](=[CH:21][CH:22]=2)[CH:19]([NH:23][C:24](=[O:30])[CH2:25][CH:26]([O:28][CH3:29])[CH3:27])[CH2:18][CH2:17]3)=[N:12][OH:13])[CH:5]=[C:6]([Cl:8])[CH:7]=1.C(N(CC)CC)C.[C:42](Cl)(=[O:44])[CH3:43]. Product: [Cl:1][C:2]1[CH:3]=[C:4](/[C:9](/[C:31]([F:34])([F:32])[F:33])=[CH:10]/[C:11]([C:14]2[CH:15]=[C:16]3[C:20](=[CH:21][CH:22]=2)[CH:19]([NH:23][C:24](=[O:30])[CH2:25][CH:26]([O:28][CH3:29])[CH3:27])[CH2:18][CH2:17]3)=[N:12][O:13][C:42](=[O:44])[CH3:43])[CH:5]=[C:6]([Cl:8])[CH:7]=1. The catalyst class is: 7.